This data is from Reaction yield outcomes from USPTO patents with 853,638 reactions. The task is: Predict the reaction yield, written as a fraction of the theoretical maximum amount of product (1.0 means a 100% yield; for example, 0.34 means a 34% yield). (1) The product is [F:1][C:2]1[CH:7]=[CH:6][C:5]([C:8]2[CH:13]=[CH:12][CH:11]=[C:10]([F:14])[CH:9]=2)=[CH:4][C:3]=1[CH2:15][NH:16][C:17]1[CH:18]=[C:19]([CH:20]=[CH:21][CH:22]=1)[O:23][CH2:31][C:32]([O:34][CH2:35][CH3:36])=[O:33]. The reactants are [F:1][C:2]1[CH:7]=[CH:6][C:5]([C:8]2[CH:13]=[CH:12][CH:11]=[C:10]([F:14])[CH:9]=2)=[CH:4][C:3]=1[CH2:15][NH:16][C:17]1[CH:18]=[C:19]([OH:23])[CH:20]=[CH:21][CH:22]=1.CC([O-])(C)C.[K+].Br[CH2:31][C:32]([O:34][CH2:35][CH3:36])=[O:33]. The yield is 0.520. The catalyst is CN(C=O)C. (2) The reactants are [Cl:1][C:2]1[C:10]2[N:9]=[C:8]3[N:11]([C:16]4[CH:21]=[CH:20][C:19]([Cl:22])=[CH:18][C:17]=4[Cl:23])[CH2:12][CH2:13][CH2:14][CH2:15][N:7]3[C:6]=2[C:5]([N+:24]([O-])=O)=[CH:4][CH:3]=1. The catalyst is [Pd].C(O)(=O)C. The product is [Cl:1][C:2]1[CH:3]=[CH:4][C:5]([NH2:24])=[C:6]2[C:10]=1[N:9]=[C:8]1[N:11]([C:16]3[CH:21]=[CH:20][C:19]([Cl:22])=[CH:18][C:17]=3[Cl:23])[CH2:12][CH2:13][CH2:14][CH2:15][N:7]21. The yield is 0.650. (3) The reactants are [NH2:1][C:2]1[CH:3]=[C:4]([CH:8]=[C:9](Br)[CH:10]=1)[C:5]([OH:7])=[O:6].[CH3:12][O:13][C:14]1[CH:15]=[C:16](B(O)O)[CH:17]=[CH:18][C:19]=1[O:20][CH3:21].C(=O)([O-])[O-].[K+].[K+]. The catalyst is O1CCOCC1.O.C1C=CC([P]([Pd]([P](C2C=CC=CC=2)(C2C=CC=CC=2)C2C=CC=CC=2)([P](C2C=CC=CC=2)(C2C=CC=CC=2)C2C=CC=CC=2)[P](C2C=CC=CC=2)(C2C=CC=CC=2)C2C=CC=CC=2)(C2C=CC=CC=2)C2C=CC=CC=2)=CC=1. The product is [NH2:1][C:2]1[CH:3]=[C:4]([C:5]([OH:7])=[O:6])[CH:8]=[C:9]([C:17]2[CH:16]=[CH:15][C:14]([O:13][CH3:12])=[C:19]([O:20][CH3:21])[CH:18]=2)[CH:10]=1. The yield is 0.600. (4) The reactants are [F:1][C:2]([F:17])([F:16])[C:3]1[CH:8]=[CH:7][C:6](/[CH:9]=[CH:10]/[C:11](OCC)=[O:12])=[CH:5][CH:4]=1.[H-].C([Al+]CC(C)C)C(C)C. The catalyst is CCOCC.CCCCCC. The product is [F:1][C:2]([F:16])([F:17])[C:3]1[CH:4]=[CH:5][C:6](/[CH:9]=[CH:10]/[CH2:11][OH:12])=[CH:7][CH:8]=1. The yield is 0.740. (5) The reactants are [CH2:1]([N:3]([CH3:23])[S:4]([C:7]1[CH:12]=[CH:11][C:10](B2OC(C)(C)C(C)(C)O2)=[CH:9][C:8]=1[CH3:22])(=[O:6])=[O:5])[CH3:2].[NH2:24][C:25]1[C:26]([C:32]2[CH:33]=[C:34]3[C:39](=[CH:40][CH:41]=2)[C:38](=[O:42])[NH:37][CH2:36][CH2:35]3)=[N:27][C:28](Br)=[CH:29][N:30]=1.C([O-])([O-])=O.[Na+].[Na+]. The catalyst is C(O)CCC. The product is [NH2:24][C:25]1[N:30]=[CH:29][C:28]([C:10]2[CH:11]=[CH:12][C:7]([S:4]([N:3]([CH2:1][CH3:2])[CH3:23])(=[O:5])=[O:6])=[C:8]([CH3:22])[CH:9]=2)=[N:27][C:26]=1[C:32]1[CH:33]=[C:34]2[C:39](=[CH:40][CH:41]=1)[C:38](=[O:42])[NH:37][CH2:36][CH2:35]2. The yield is 0.290. (6) The reactants are [C:1]([CH2:3][C:4]([O:6][CH3:7])=[O:5])#[N:2].C(N(C(C)C)CC)(C)C.[CH2:17](Br)[C:18]([C:20]1[CH:25]=[CH:24][CH:23]=[CH:22][CH:21]=1)=[O:19]. The catalyst is O1CCCC1. The product is [C:1]([CH:3]([CH2:17][C:18]([C:20]1[CH:25]=[CH:24][CH:23]=[CH:22][CH:21]=1)=[O:19])[C:4]([O:6][CH3:7])=[O:5])#[N:2]. The yield is 0.950. (7) The product is [Cl:23][C:18]1[CH:19]=[CH:20][CH:21]=[C:22]2[C:17]=1[NH:16][CH:15]=[C:14]2[CH:11]1[CH2:12][CH2:13][NH:8][CH2:9][CH2:10]1. The yield is 0.970. The reactants are C(OC([N:8]1[CH2:13][CH2:12][CH:11]([C:14]2[C:22]3[C:17](=[C:18]([Cl:23])[CH:19]=[CH:20][CH:21]=3)[NH:16][CH:15]=2)[CH2:10][CH2:9]1)=O)(C)(C)C.C(O)(C(F)(F)F)=O.C(Cl)Cl. No catalyst specified. (8) The reactants are [CH:1]([CH:3]1[CH2:8][CH2:7][N:6]([C:9]([O:11][C:12]([CH3:15])([CH3:14])[CH3:13])=[O:10])[CH2:5][CH2:4]1)=O.[CH3:16][CH2:17][O:18][C:19](/[C:21](/P(OCC)(OCC)=O)=[CH:22]\[CH3:23])=[O:20].O[Li].O. The catalyst is C1COCC1.C(O)(=O)CC(CC(O)=O)(C(O)=O)O. The product is [CH2:17]([O:18][C:19](=[O:20])/[CH:21]=[CH:22]/[CH:23]=[CH:1]/[CH:3]1[CH2:8][CH2:7][N:6]([C:9]([O:11][C:12]([CH3:15])([CH3:14])[CH3:13])=[O:10])[CH2:5][CH2:4]1)[CH3:16]. The yield is 0.950.